Dataset: Full USPTO retrosynthesis dataset with 1.9M reactions from patents (1976-2016). Task: Predict the reactants needed to synthesize the given product. Given the product [C:1]([C:4]1[CH:12]=[C:11]2[C:7]([C:8](=[C:15]3[CH:24]=[CH:23][C:22]4[C:17](=[CH:18][CH:19]=[CH:20][CH:21]=4)[NH:16]3)[C:9](=[O:14])[NH:10]2)=[CH:6][CH:5]=1)(=[O:3])[CH3:2], predict the reactants needed to synthesize it. The reactants are: [C:1]([C:4]1[CH:12]=[C:11]2[C:7]([C:8](=[C:15]3[CH:24]=[CH:23][C:22]4[C:17](=[CH:18][CH:19]=[CH:20][CH:21]=4)[NH:16]3)[C:9](=[O:14])[N:10]2O)=[CH:6][CH:5]=1)(=[O:3])[CH3:2].